Dataset: Full USPTO retrosynthesis dataset with 1.9M reactions from patents (1976-2016). Task: Predict the reactants needed to synthesize the given product. (1) Given the product [F:1][C:2]1[CH:7]=[CH:6][C:5]([C:8]2[N:9]=[C:10]([C:20]#[N:21])[CH:11]=[CH:12][C:13]=2[CH3:14])=[CH:4][CH:3]=1, predict the reactants needed to synthesize it. The reactants are: [F:1][C:2]1[CH:7]=[CH:6][C:5]([C:8]2[C:13]([CH3:14])=[CH:12][CH:11]=[CH:10][N+:9]=2[O-])=[CH:4][CH:3]=1.C[Si]([C:20]#[N:21])(C)C.C(OCC)(=O)C.C(=O)([O-])O.[Na+]. (2) Given the product [OH:34][C:13]1[C:14](=[O:20])[C:15]2[C:5]3[CH:4]=[CH:3][C:2]([CH3:18])([CH3:1])[O:7][C:6]=3[CH:8]=[CH:9][C:10]=2[C:11](=[O:17])[CH:12]=1, predict the reactants needed to synthesize it. The reactants are: [CH3:1][C:2]1([CH3:18])[O:7][C:6]2[CH:8]=[CH:9][C:10]3[C:11](=[O:17])[C:12](=O)[CH:13]=[CH:14][C:15]=3[C:5]=2[CH:4]=[CH:3]1.S(S([O-])=O)([O-])=[O:20].O=O.CC(C)([O-])C.[K+].Cl.[OH2:34].